Dataset: Catalyst prediction with 721,799 reactions and 888 catalyst types from USPTO. Task: Predict which catalyst facilitates the given reaction. (1) Reactant: [CH2:1]([O:8][N:9]1[C:15](=[O:16])[N:14]2[CH2:17][C@H:10]1[CH2:11][CH2:12][C@H:13]2[C:18]([OH:20])=O)[C:2]1[CH:7]=[CH:6][CH:5]=[CH:4][CH:3]=1.C1C=CC2[N:29]([OH:30])N=NC=2C=1.[CH3:31]CN=C=NCCCN(C)C.Cl.CN1CCOCC1.[C:50]([O:54][C:55]([N:57]1[CH2:61][CH2:60][CH2:59][C@H:58]1[CH2:62][O:63]N)=[O:56])([CH3:53])([CH3:52])[CH3:51]. Product: [C:50]([O:54][C:55]([N:57]1[CH2:61][CH2:60][CH2:59][C@H:58]1[C:62](=[O:63])[N:29]([C:18]([C@@H:13]1[CH2:12][CH2:11][C@@H:10]2[CH2:17][N:14]1[C:15](=[O:16])[N:9]2[O:8][CH2:1][C:2]1[CH:3]=[CH:4][CH:5]=[CH:6][CH:7]=1)=[O:20])[O:30][CH3:31])=[O:56])([CH3:51])([CH3:52])[CH3:53]. The catalyst class is: 35. (2) Reactant: [CH3:1][S:2][C:3]1[N:8]=[C:7]2[NH:9][NH:10][C:11](=O)[C:6]2=[CH:5][N:4]=1.P(Br)(Br)([Br:15])=O.O.[OH-].[NH4+]. Product: [Br:15][C:11]1[C:6]2[C:7](=[N:8][C:3]([S:2][CH3:1])=[N:4][CH:5]=2)[NH:9][N:10]=1. The catalyst class is: 23. (3) Reactant: [Cl:1][C:2]1[CH:7]=[CH:6][N:5]=[C:4]2[N:8]([S:15]([C:18]3[CH:23]=[CH:22][C:21]([CH3:24])=[CH:20][CH:19]=3)(=[O:17])=[O:16])[CH:9]=[C:10]([Sn](C)(C)C)[C:3]=12.[B-](F)(F)(F)[F:26].[B-](F)(F)(F)F.C1[N+]2(CCl)CC[N+](F)(CC2)C1. Product: [Cl:1][C:2]1[CH:7]=[CH:6][N:5]=[C:4]2[N:8]([S:15]([C:18]3[CH:23]=[CH:22][C:21]([CH3:24])=[CH:20][CH:19]=3)(=[O:17])=[O:16])[CH:9]=[C:10]([F:26])[C:3]=12. The catalyst class is: 10. (4) Reactant: [Na].[CH2:2]([N:9]1[CH2:14][CH2:13][C:12]([NH:18][C:19]2[CH:24]=[CH:23][CH:22]=[CH:21][CH:20]=2)([C:15]([OH:17])=[O:16])[CH2:11][CH2:10]1)[C:3]1[CH:8]=[CH:7][CH:6]=[CH:5][CH:4]=1.[C:25](O[C:25](=[O:28])[CH2:26][CH3:27])(=[O:28])[CH2:26][CH3:27]. Product: [CH2:2]([N:9]1[CH2:10][CH2:11][C:12]([N:18]([C:19]2[CH:24]=[CH:23][CH:22]=[CH:21][CH:20]=2)[C:25](=[O:28])[CH2:26][CH3:27])([C:15]([OH:17])=[O:16])[CH2:13][CH2:14]1)[C:3]1[CH:4]=[CH:5][CH:6]=[CH:7][CH:8]=1. The catalyst class is: 6.